Dataset: Forward reaction prediction with 1.9M reactions from USPTO patents (1976-2016). Task: Predict the product of the given reaction. Given the reactants [Cl:1][C:2]1[CH:7]=[CH:6][N:5]([C:8]2[C:13]([F:14])=[CH:12][CH:11]=[CH:10][C:9]=2[F:15])[C:4](=[O:16])[C:3]=1[CH:17]=O.Cl.[NH2:20][OH:21].Cl, predict the reaction product. The product is: [Cl:1][C:2]1[CH:7]=[CH:6][N:5]([C:8]2[C:13]([F:14])=[CH:12][CH:11]=[CH:10][C:9]=2[F:15])[C:4](=[O:16])[C:3]=1[CH:17]=[N:20][OH:21].